This data is from Forward reaction prediction with 1.9M reactions from USPTO patents (1976-2016). The task is: Predict the product of the given reaction. (1) Given the reactants Cl.Cl.[NH2:3][CH2:4][C@@:5]1([OH:13])[CH:10]2[CH2:11][CH2:12][N:7]([CH2:8][CH2:9]2)[CH2:6]1.C([O-])([O-])=O.[Cs+].[Cs+].[Br:20][C:21]1[CH:30]=[C:29]2[C:24]([CH:25]=[C:26]([N:31]=[C:32]=S)[N:27]=[CH:28]2)=[CH:23][CH:22]=1.C(N=C=NC(C)C)(C)C, predict the reaction product. The product is: [Br:20][C:21]1[CH:30]=[C:29]2[C:24]([CH:25]=[C:26]([NH:31][C:32]3[O:13][C@:5]4([CH2:4][N:3]=3)[CH:10]3[CH2:9][CH2:8][N:7]([CH2:12][CH2:11]3)[CH2:6]4)[N:27]=[CH:28]2)=[CH:23][CH:22]=1. (2) Given the reactants Cl[C:2]1[C:3]2[CH2:11][N:10]([C:12]3[CH:19]=[CH:18][C:17]([CH3:20])=[CH:16][C:13]=3[C:14]#[N:15])[CH2:9][CH2:8][C:4]=2[N:5]=[CH:6][N:7]=1.[Si:21]([O:28][CH2:29][C@H:30]([C:32]1[CH:33]=[N:34][C:35]([CH3:38])=[N:36][CH:37]=1)[NH2:31])([C:24]([CH3:27])([CH3:26])[CH3:25])([CH3:23])[CH3:22], predict the reaction product. The product is: [Si:21]([O:28][CH2:29][C@@H:30]([NH:31][C:2]1[C:3]2[CH2:11][N:10]([C:12]3[CH:19]=[CH:18][C:17]([CH3:20])=[CH:16][C:13]=3[C:14]#[N:15])[CH2:9][CH2:8][C:4]=2[N:5]=[CH:6][N:7]=1)[C:32]1[CH:37]=[N:36][C:35]([CH3:38])=[N:34][CH:33]=1)([C:24]([CH3:27])([CH3:26])[CH3:25])([CH3:23])[CH3:22]. (3) Given the reactants C(N(CC)CC)C.[CH3:8][C@@:9]12[C:15]([CH3:17])([CH3:16])[C@@H:12]([CH2:13][CH2:14]1)[CH:11]([C:18](Cl)=[O:19])[C:10]2=[O:21].[C:22]([O:26][C:27]([NH:29][NH:30][C:31]1[CH:36]=[CH:35][CH:34]=[CH:33][C:32]=1[Cl:37])=[O:28])([CH3:25])([CH3:24])[CH3:23], predict the reaction product. The product is: [C:22]([O:26][C:27]([NH:29][N:30]([C:31]1[CH:36]=[CH:35][CH:34]=[CH:33][C:32]=1[Cl:37])[C:18]([CH:11]1[C:10](=[O:21])[C@:9]2([CH3:8])[C:15]([CH3:17])([CH3:16])[C@H:12]1[CH2:13][CH2:14]2)=[O:19])=[O:28])([CH3:25])([CH3:23])[CH3:24]. (4) The product is: [CH2:13]([N:3]([CH2:1][CH3:2])[CH2:4][C:5]1[CH:10]=[CH:9][N:8]=[C:7]([F:11])[CH:6]=1)[CH3:14]. Given the reactants [CH2:1]([N:3]([CH2:13][CH3:14])[C:4](=O)[C:5]1[CH:10]=[CH:9][N:8]=[C:7]([F:11])[CH:6]=1)[CH3:2].B.CO.[OH-].[Na+], predict the reaction product. (5) The product is: [F:13][C:12]1[CH:11]=[CH:10][C:9]([S:14][C:15]([F:18])([F:16])[F:17])=[CH:8][C:7]=1[CH:3]=[O:2]. Given the reactants Cl.[O:2]1CCO[CH:3]1[C:7]1[CH:8]=[C:9]([S:14][C:15]([F:18])([F:17])[F:16])[CH:10]=[CH:11][C:12]=1[F:13].O1CCCC1, predict the reaction product.